This data is from Peptide-MHC class II binding affinity with 134,281 pairs from IEDB. The task is: Regression. Given a peptide amino acid sequence and an MHC pseudo amino acid sequence, predict their binding affinity value. This is MHC class II binding data. (1) The peptide sequence is ALSAEYAAVAQELSV. The MHC is DRB1_0101 with pseudo-sequence DRB1_0101. The binding affinity (normalized) is 0.713. (2) The peptide sequence is AFKVAKTAANAAPAN. The MHC is DRB1_0802 with pseudo-sequence DRB1_0802. The binding affinity (normalized) is 0.676.